This data is from Full USPTO retrosynthesis dataset with 1.9M reactions from patents (1976-2016). The task is: Predict the reactants needed to synthesize the given product. Given the product [Cl:1][C:2]1[C:3]([F:18])=[C:4]([C:9]2[CH:13]=[C:12]([C:14]([OH:16])=[O:15])[O:11][N:10]=2)[C:5]([F:8])=[CH:6][CH:7]=1, predict the reactants needed to synthesize it. The reactants are: [Cl:1][C:2]1[C:3]([F:18])=[C:4]([C:9]2[CH:13]=[C:12]([C:14]([O:16]C)=[O:15])[O:11][N:10]=2)[C:5]([F:8])=[CH:6][CH:7]=1.[OH-].[Li+].